This data is from Reaction yield outcomes from USPTO patents with 853,638 reactions. The task is: Predict the reaction yield, written as a fraction of the theoretical maximum amount of product (1.0 means a 100% yield; for example, 0.34 means a 34% yield). (1) The reactants are O=C1C2C(=CC=CC=2)C(=O)[N:3]1[O:12][CH:13]1[CH2:17][CH2:16][N:15]([C:18]([O:20][C:21]([CH3:24])([CH3:23])[CH3:22])=[O:19])[CH2:14]1.CNN. The catalyst is C(Cl)Cl.CO. The product is [NH2:3][O:12][CH:13]1[CH2:17][CH2:16][N:15]([C:18]([O:20][C:21]([CH3:24])([CH3:23])[CH3:22])=[O:19])[CH2:14]1. The yield is 0.760. (2) The reactants are C(OC([NH:8][C@:9]([CH3:40])([CH2:20][CH2:21][C:22]1[N:23]([CH3:39])[C:24]([C:27](=[O:38])[CH2:28][CH2:29][CH2:30][CH2:31][C:32]2[CH:37]=[CH:36][CH:35]=[CH:34][CH:33]=2)=[CH:25][CH:26]=1)[CH2:10][CH2:11][P:12](=[O:19])([O:16]CC)[O:13]CC)=O)(C)(C)C.Br[Si](C)(C)C. The catalyst is ClCCl. The product is [NH2:8][C@:9]([CH3:40])([CH2:20][CH2:21][C:22]1[N:23]([CH3:39])[C:24]([C:27](=[O:38])[CH2:28][CH2:29][CH2:30][CH2:31][C:32]2[CH:33]=[CH:34][CH:35]=[CH:36][CH:37]=2)=[CH:25][CH:26]=1)[CH2:10][CH2:11][P:12](=[O:13])([OH:16])[OH:19]. The yield is 0.630. (3) The reactants are [OH:1][C@@H:2]([C:7]1[C:36]([CH3:37])=[N:35][C:34]2=[CH:38][C:31]3=[N:32][N:33]2[C:8]=1[N:9]1[CH2:43][CH2:42][C:12]([CH3:44])([O:13][CH2:14][CH2:15][CH2:16][CH2:17][C@H:18]([CH3:41])[O:19][C:20]2[CH:21]=[CH:22][C:23]([CH3:40])=[CH:24][C:25]=2[C:26]2[CH:39]=[C:30]3[CH:29]=[CH:28][CH:27]=2)[CH2:11][CH2:10]1)[C:3]([O:5]C)=[O:4].C(O[C:49]1([CH3:53])[CH2:52][CH2:51][CH2:50]1)(=O)C.Cl(O)(=O)(=O)=O.[OH-].[Na+]. The catalyst is C(Cl)Cl.CO. The product is [CH3:53][C:49]1([O:1][C@@H:2]([C:7]2[C:36]([CH3:37])=[N:35][C:34]3=[CH:38][C:31]4=[N:32][N:33]3[C:8]=2[N:9]2[CH2:43][CH2:42][C:12]([CH3:44])([O:13][CH2:14][CH2:15][CH2:16][CH2:17][C@H:18]([CH3:41])[O:19][C:20]3[CH:21]=[CH:22][C:23]([CH3:40])=[CH:24][C:25]=3[C:26]3[CH:39]=[C:30]4[CH:29]=[CH:28][CH:27]=3)[CH2:11][CH2:10]2)[C:3]([OH:5])=[O:4])[CH2:52][CH2:51][CH2:50]1. The yield is 0.362.